The task is: Predict the product of the given reaction.. This data is from Forward reaction prediction with 1.9M reactions from USPTO patents (1976-2016). (1) Given the reactants [CH2:1]([O:3][C:4](=[O:17])[CH2:5][O:6][C:7]1[CH:12]=[CH:11][C:10](Br)=[CH:9][C:8]=1[O:14][CH2:15][CH3:16])[CH3:2].[B:18]1([B:18]2[O:22][C:21]([CH3:24])([CH3:23])[C:20]([CH3:26])([CH3:25])[O:19]2)[O:22][C:21]([CH3:24])([CH3:23])[C:20]([CH3:26])([CH3:25])[O:19]1.C([O-])(=O)C.[K+], predict the reaction product. The product is: [CH2:1]([O:3][C:4](=[O:17])[CH2:5][O:6][C:7]1[CH:12]=[CH:11][C:10]([B:18]2[O:22][C:21]([CH3:24])([CH3:23])[C:20]([CH3:26])([CH3:25])[O:19]2)=[CH:9][C:8]=1[O:14][CH2:15][CH3:16])[CH3:2]. (2) Given the reactants CC1C=CC(S(O[CH2:12][CH2:13][O:14][CH2:15][CH2:16][O:17][CH2:18][CH2:19][O:20][CH2:21][CH2:22][O:23][C:24]2[CH:29]=[CH:28][C:27]([N+:30]([O-:32])=[O:31])=[CH:26][CH:25]=2)(=O)=O)=CC=1.[N-:33]=[N+:34]=[N-:35].[Na+], predict the reaction product. The product is: [N:33]([CH2:12][CH2:13][O:14][CH2:15][CH2:16][O:17][CH2:18][CH2:19][O:20][CH2:21][CH2:22][O:23][C:24]1[CH:29]=[CH:28][C:27]([N+:30]([O-:32])=[O:31])=[CH:26][CH:25]=1)=[N+:34]=[N-:35]. (3) Given the reactants C(N(CC)C(C)C)(C)C.Cl[C:11]1[C:16]([C:17]([O:19][CH2:20][CH3:21])=[O:18])=[CH:15][N:14]=[C:13]([S:22][CH3:23])[N:12]=1.Cl.[Cl:25][C:26]1[CH:31]=[CH:30][CH:29]=[CH:28][C:27]=1[NH:32][NH2:33], predict the reaction product. The product is: [Cl:25][C:26]1[CH:31]=[CH:30][CH:29]=[CH:28][C:27]=1[NH:32][NH:33][C:11]1[C:16]([C:17]([O:19][CH2:20][CH3:21])=[O:18])=[CH:15][N:14]=[C:13]([S:22][CH3:23])[N:12]=1. (4) Given the reactants [CH2:1]([O:8][CH2:9][C@@H:10]([C:13]1[CH:18]=[CH:17][C:16]([Br:19])=[CH:15][C:14]=1[CH3:20])[CH2:11][OH:12])[C:2]1[CH:7]=[CH:6][CH:5]=[CH:4][CH:3]=1.CC(OI1(OC(C)=O)(OC(C)=O)OC(=O)C2C=CC=CC1=2)=O, predict the reaction product. The product is: [CH2:1]([O:8][CH2:9][C@@H:10]([C:13]1[CH:18]=[CH:17][C:16]([Br:19])=[CH:15][C:14]=1[CH3:20])[CH:11]=[O:12])[C:2]1[CH:3]=[CH:4][CH:5]=[CH:6][CH:7]=1. (5) Given the reactants CCN(C(C)C)C(C)C.Cl.Cl.[N:12]1([C:18]2[CH:23]=[CH:22][N:21]=[C:20]3[NH:24][N:25]=[C:26]([O:27][CH2:28][CH:29]([OH:32])[CH2:30][OH:31])[C:19]=23)[CH2:17][CH2:16][NH:15][CH2:14][CH2:13]1.[C:33]([O:37][C:38]([NH:40][C@H:41]([CH2:45][C:46]1[CH:51]=[CH:50][C:49]([Cl:52])=[CH:48][CH:47]=1)[C:42](O)=[O:43])=[O:39])([CH3:36])([CH3:35])[CH3:34].CN(C(ON1N=NC2C=CC=CC1=2)=[N+](C)C)C.[B-](F)(F)(F)F, predict the reaction product. The product is: [Cl:52][C:49]1[CH:50]=[CH:51][C:46]([CH2:45][C@@H:41]([NH:40][C:38](=[O:39])[O:37][C:33]([CH3:35])([CH3:34])[CH3:36])[C:42]([N:15]2[CH2:16][CH2:17][N:12]([C:18]3[CH:23]=[CH:22][N:21]=[C:20]4[NH:24][N:25]=[C:26]([O:27][CH2:28][CH:29]([OH:32])[CH2:30][OH:31])[C:19]=34)[CH2:13][CH2:14]2)=[O:43])=[CH:47][CH:48]=1. (6) Given the reactants [Br-].[CH3:2][O:3][C:4]1[N:9]=[C:8]([Zn+])[CH:7]=[CH:6][CH:5]=1.O1CCCC1.Br[C:17]1[C:18]([C:29]2[CH:37]=[CH:36][C:35]3[C:31](=[CH:32][N:33]([CH3:38])[N:34]=3)[CH:30]=2)=[N:19][S:20][C:21]=1[NH:22][C:23]([C@@H:25]1[CH2:27][C@H:26]1[CH3:28])=[O:24], predict the reaction product. The product is: [CH3:2][O:3][C:4]1[N:9]=[C:8]([C:17]2[C:18]([C:29]3[CH:37]=[CH:36][C:35]4[C:31](=[CH:32][N:33]([CH3:38])[N:34]=4)[CH:30]=3)=[N:19][S:20][C:21]=2[NH:22][C:23]([C@@H:25]2[CH2:27][C@H:26]2[CH3:28])=[O:24])[CH:7]=[CH:6][CH:5]=1. (7) The product is: [C:17](=[O:18])([O:19][CH3:20])[O:8][C:5]1[CH:6]=[CH:7][C:2]([F:1])=[CH:3][C:4]=1[C:9]1([CH3:15])[CH2:14][CH2:13][CH2:12][CH2:11][CH2:10]1. Given the reactants [F:1][C:2]1[CH:7]=[CH:6][C:5]([OH:8])=[C:4]([C:9]2([CH3:15])[CH2:14][CH2:13][CH2:12][CH2:11][CH2:10]2)[CH:3]=1.Cl[C:17]([O:19][CH3:20])=[O:18], predict the reaction product. (8) Given the reactants [F:1][C:2]([C:5]1[CH:9]=[C:8]([NH2:10])[O:7][N:6]=1)([CH3:4])[CH3:3].C(C1C=C(N[C:20](=[O:28])[O:21][C:22]2[CH:27]=[CH:26][CH:25]=[CH:24][CH:23]=2)ON=1)(C)C, predict the reaction product. The product is: [F:1][C:2]([C:5]1[CH:9]=[C:8]([NH:10][C:20](=[O:28])[O:21][C:22]2[CH:27]=[CH:26][CH:25]=[CH:24][CH:23]=2)[O:7][N:6]=1)([CH3:4])[CH3:3]. (9) The product is: [CH3:22][O:23][C:8]1[CH:7]=[C:6]([CH:9]=[CH:10][C:15]2[CH:16]=[N:17][C:18]([NH2:21])=[N:19][CH:20]=2)[CH:5]=[CH:4][CH:3]=1. Given the reactants CO[C:3]1[CH:8]=[CH:7][C:6](/[CH:9]=[CH:10]/B(O)O)=[CH:5][CH:4]=1.Br[C:15]1[CH:16]=[N:17][C:18]([NH2:21])=[N:19][CH:20]=1.[C:22](=O)([O-])[O-:23].[Na+].[Na+], predict the reaction product.